This data is from Reaction yield outcomes from USPTO patents with 853,638 reactions. The task is: Predict the reaction yield, written as a fraction of the theoretical maximum amount of product (1.0 means a 100% yield; for example, 0.34 means a 34% yield). (1) The reactants are OS(O)(=O)=O.[NH2:6][C:7]1[N:11]([C:12]2[CH:17]=[CH:16][CH:15]=[CH:14][CH:13]=2)[N:10]=[C:9]([C:18]([CH3:23])([CH3:22])[C:19]([OH:21])=[O:20])[CH:8]=1.C([O-])(O)=O.[Na+].[CH3:29][CH2:30]O. No catalyst specified. The product is [NH2:6][C:7]1[N:11]([C:12]2[CH:17]=[CH:16][CH:15]=[CH:14][CH:13]=2)[N:10]=[C:9]([C:18]([CH3:23])([CH3:22])[C:19]([O:21][CH2:29][CH3:30])=[O:20])[CH:8]=1. The yield is 0.910. (2) The reactants are [NH2:1][C:2]1[N:7]=[CH:6][N:5]=[C:4]2[N:8]([CH:12]([C:14]3[O:15][C:16]4[C:21]([C:22](=[O:31])[C:23]=3[C:24]3[CH:29]=[CH:28][CH:27]=[C:26]([F:30])[CH:25]=3)=[CH:20][CH:19]=[CH:18][CH:17]=4)[CH3:13])[N:9]=[C:10](I)[C:3]=12.[CH:32]([C:34]1[S:35][CH:36]=[C:37](B(O)O)[CH:38]=1)=[O:33].C(=O)([O-])[O-].[Na+].[Na+].ClCCl. The catalyst is CN(C=O)C.C(O)C.O. The product is [NH2:1][C:2]1[N:7]=[CH:6][N:5]=[C:4]2[N:8]([CH:12]([C:14]3[O:15][C:16]4[C:21]([C:22](=[O:31])[C:23]=3[C:24]3[CH:29]=[CH:28][CH:27]=[C:26]([F:30])[CH:25]=3)=[CH:20][CH:19]=[CH:18][CH:17]=4)[CH3:13])[N:9]=[C:10]([C:37]3[CH:38]=[C:34]([CH:32]=[O:33])[S:35][CH:36]=3)[C:3]=12. The yield is 0.190. (3) The reactants are [CH3:1][O:2][C:3]1[CH:12]=[C:11]2[C:6]([C:7](=O)[NH:8][CH:9]=[N:10]2)=[C:5]([O:14][CH:15]2[CH2:20][CH2:19][O:18][CH2:17][CH2:16]2)[CH:4]=1.[Cl:21][C:22]1[CH:23]=[C:24]([CH:26]=[CH:27][C:28]=1[F:29])[NH2:25]. No catalyst specified. The product is [Cl:21][C:22]1[CH:23]=[C:24]([CH:26]=[CH:27][C:28]=1[F:29])[NH:25][C:7]1[C:6]2[C:11](=[CH:12][C:3]([O:2][CH3:1])=[CH:4][C:5]=2[O:14][CH:15]2[CH2:20][CH2:19][O:18][CH2:17][CH2:16]2)[N:10]=[CH:9][N:8]=1. The yield is 0.560.